The task is: Predict the product of the given reaction.. This data is from Forward reaction prediction with 1.9M reactions from USPTO patents (1976-2016). Given the reactants Cl[C:2]1[S:3][C:4]2[CH:10]=[C:9]([Cl:11])[CH:8]=[CH:7][C:5]=2[N:6]=1.C(=O)([O-])[O-].[K+].[K+].[NH:18]1[CH2:23][CH2:22][NH:21][CH2:20][CH2:19]1, predict the reaction product. The product is: [Cl:11][C:9]1[CH:8]=[CH:7][C:5]2[N:6]=[C:2]([N:18]3[CH2:23][CH2:22][NH:21][CH2:20][CH2:19]3)[S:3][C:4]=2[CH:10]=1.